Dataset: Peptide-MHC class I binding affinity with 185,985 pairs from IEDB/IMGT. Task: Regression. Given a peptide amino acid sequence and an MHC pseudo amino acid sequence, predict their binding affinity value. This is MHC class I binding data. (1) The binding affinity (normalized) is 0.590. The MHC is HLA-A68:01 with pseudo-sequence HLA-A68:01. The peptide sequence is SVQPTFSVQR. (2) The peptide sequence is RVRAAMKPI. The MHC is HLA-A02:01 with pseudo-sequence HLA-A02:01. The binding affinity (normalized) is 0.0847. (3) The peptide sequence is LNLGNLADI. The MHC is HLA-A02:02 with pseudo-sequence HLA-A02:02. The binding affinity (normalized) is 0.172. (4) The peptide sequence is FLGKIWPSYK. The MHC is HLA-B58:01 with pseudo-sequence HLA-B58:01. The binding affinity (normalized) is 0.0242. (5) The MHC is HLA-B58:01 with pseudo-sequence HLA-B58:01. The peptide sequence is VEIFKHLVF. The binding affinity (normalized) is 0.0847.